From a dataset of NCI-60 drug combinations with 297,098 pairs across 59 cell lines. Regression. Given two drug SMILES strings and cell line genomic features, predict the synergy score measuring deviation from expected non-interaction effect. (1) Drug 1: C1=CC(=CC=C1CCC2=CNC3=C2C(=O)NC(=N3)N)C(=O)NC(CCC(=O)O)C(=O)O. Drug 2: C1=CC=C(C=C1)NC(=O)CCCCCCC(=O)NO. Cell line: KM12. Synergy scores: CSS=25.3, Synergy_ZIP=-2.94, Synergy_Bliss=-1.95, Synergy_Loewe=-4.35, Synergy_HSA=0.366. (2) Drug 1: COC1=CC(=CC(=C1O)OC)C2C3C(COC3=O)C(C4=CC5=C(C=C24)OCO5)OC6C(C(C7C(O6)COC(O7)C8=CC=CS8)O)O. Drug 2: COC1=NC(=NC2=C1N=CN2C3C(C(C(O3)CO)O)O)N. Cell line: SW-620. Synergy scores: CSS=38.5, Synergy_ZIP=7.43, Synergy_Bliss=8.02, Synergy_Loewe=-5.89, Synergy_HSA=7.89. (3) Drug 1: C1CC(=O)NC(=O)C1N2CC3=C(C2=O)C=CC=C3N. Drug 2: C1C(C(OC1N2C=NC3=C(N=C(N=C32)Cl)N)CO)O. Cell line: HCT-15. Synergy scores: CSS=14.7, Synergy_ZIP=-4.07, Synergy_Bliss=1.62, Synergy_Loewe=1.49, Synergy_HSA=1.56. (4) Drug 1: CC1OCC2C(O1)C(C(C(O2)OC3C4COC(=O)C4C(C5=CC6=C(C=C35)OCO6)C7=CC(=C(C(=C7)OC)O)OC)O)O. Drug 2: CS(=O)(=O)CCNCC1=CC=C(O1)C2=CC3=C(C=C2)N=CN=C3NC4=CC(=C(C=C4)OCC5=CC(=CC=C5)F)Cl. Cell line: HL-60(TB). Synergy scores: CSS=55.8, Synergy_ZIP=3.49, Synergy_Bliss=2.77, Synergy_Loewe=-19.6, Synergy_HSA=-0.895.